This data is from Experimentally validated miRNA-target interactions with 360,000+ pairs, plus equal number of negative samples. The task is: Binary Classification. Given a miRNA mature sequence and a target amino acid sequence, predict their likelihood of interaction. (1) The miRNA is mmu-miR-339-3p with sequence UGAGCGCCUCGGCGACAGAGCCG. The protein sequence of the target gene is MAGERPPLRGPGPGEAPGEGPGGAGGGPGRGRPSSYRALRSAVSSLARVDDFDCAEKIGAGFFSEVYKVRHRQSGQVMVLKMNKLPSNRSNTLREVQLMNRLRHPNILRFMGVCVHQGQLHALTEYMNGGTLEQLLSSPEPLSWPVRLHLALDIAQGLRYLHAKGVFHRDLTSKNCLVRREDRGFTAVVGDFGLAEKIPVYREGTRKEPLAVVGSPYWMAPEVLRGELYDEKADVFAFGIVLCELIARVPADPDYLPRTEDFGLDVPAFRTLVGNDCPLPFLLLAIHCCSMEPSTRAPFT.... Result: 0 (no interaction). (2) The miRNA is rno-miR-125a-3p with sequence ACAGGUGAGGUUCUUGGGAGCC. The protein sequence of the target gene is MSSTLGKLSNQVEETLPLLKKVPANYFHICSAILMGFSLSKSATQVSAIHMDSKVDDHLIRGTEKSRLEPATQLFQNTKKIRLEDTNQENFTRIEGTGTGSLSGKALGSVVYVKESDGLEMTDVE. Result: 0 (no interaction).